From a dataset of Catalyst prediction with 721,799 reactions and 888 catalyst types from USPTO. Predict which catalyst facilitates the given reaction. (1) Reactant: [C:1]([C:4]1[CH:9]=[CH:8][C:7]([C:10]2[CH:15]=[CH:14][C:13]([CH2:16][C:17](O)=[O:18])=[CH:12][CH:11]=2)=[CH:6][CH:5]=1)(=[O:3])[CH3:2].Cl.Cl.[NH2:22][CH:23]1[CH2:28][CH2:27][N:26]([CH2:29][C:30]2[CH:35]=[CH:34][C:33]([Cl:36])=[C:32]([Cl:37])[CH:31]=2)[CH2:25][CH2:24]1.CCN=C=NCCCN(C)C.Cl.C1C=CC2N(O)N=NC=2C=1. Product: [C:1]([C:4]1[CH:9]=[CH:8][C:7]([C:10]2[CH:15]=[CH:14][C:13]([CH2:16][C:17]([NH:22][CH:23]3[CH2:28][CH2:27][N:26]([CH2:29][C:30]4[CH:35]=[CH:34][C:33]([Cl:36])=[C:32]([Cl:37])[CH:31]=4)[CH2:25][CH2:24]3)=[O:18])=[CH:12][CH:11]=2)=[CH:6][CH:5]=1)(=[O:3])[CH3:2]. The catalyst class is: 338. (2) Reactant: [Cl:1][CH2:2][C:3]([O:5][C@H:6]1[C@@H:18]([CH2:19][O:20][CH2:21][C:22]2[CH:27]=[CH:26][CH:25]=[CH:24][CH:23]=2)[O:17][C@@H:9](SC2C=CC=CC=2)[C@H:8]([O:28][CH2:29][C:30]2[CH:35]=[CH:34][CH:33]=[CH:32][CH:31]=2)[C@H:7]1[O:36][CH2:37][C:38]1[CH:43]=[CH:42][CH:41]=[CH:40][CH:39]=1)=[O:4].CCN(S(F)(F)[F:50])CC.C1C(=O)N(Br)C(=O)C1. Product: [Cl:1][CH2:2][C:3]([O:5][C@H:6]1[C@@H:18]([CH2:19][O:20][CH2:21][C:22]2[CH:27]=[CH:26][CH:25]=[CH:24][CH:23]=2)[O:17][C@@H:9]([F:50])[C@H:8]([O:28][CH2:29][C:30]2[CH:35]=[CH:34][CH:33]=[CH:32][CH:31]=2)[C@H:7]1[O:36][CH2:37][C:38]1[CH:43]=[CH:42][CH:41]=[CH:40][CH:39]=1)=[O:4]. The catalyst class is: 2. (3) Reactant: CS(O[CH:6]1[CH2:9][N:8]([C:10]([O:12][C:13]([CH3:16])([CH3:15])[CH3:14])=[O:11])[CH2:7]1)(=O)=O.O.[NH2:18][NH2:19]. Product: [NH:18]([CH:6]1[CH2:9][N:8]([C:10]([O:12][C:13]([CH3:16])([CH3:15])[CH3:14])=[O:11])[CH2:7]1)[NH2:19]. The catalyst class is: 6. (4) Reactant: [Cl:1][C:2]1[CH:7]=[C:6]([Cl:8])[CH:5]=[CH:4][C:3]=1[S:9][C:10]1[NH:11][C:12]2[CH:17]=[CH:16][N:15]=[C:14]([NH2:18])[C:13]=2[N:19]=1.C([O-])([O-])=O.[Cs+].[Cs+].[Br:26][CH2:27][CH2:28][CH2:29]Br. Product: [Br:26][CH2:27][CH2:28][CH2:29][N:11]1[C:12]2[CH:17]=[CH:16][N:15]=[C:14]([NH2:18])[C:13]=2[N:19]=[C:10]1[S:9][C:3]1[CH:4]=[CH:5][C:6]([Cl:8])=[CH:7][C:2]=1[Cl:1]. The catalyst class is: 3. (5) Reactant: [Si:1]([O:8][CH2:9][C:10]1[N:15]=[CH:14][C:13]2[N:16]=[CH:17][N:18]([C:19]3[S:23][C:22]([C:24]([O:26]C)=O)=[C:21]([O:28][CH:29]([C:31]4[CH:36]=[CH:35][C:34]([F:37])=[CH:33][C:32]=4[C:38]([F:41])([F:40])[F:39])[CH3:30])[CH:20]=3)[C:12]=2[CH:11]=1)([C:4]([CH3:7])([CH3:6])[CH3:5])([CH3:3])[CH3:2].[NH3:42]. Product: [Si:1]([O:8][CH2:9][C:10]1[N:15]=[CH:14][C:13]2[N:16]=[CH:17][N:18]([C:19]3[S:23][C:22]([C:24]([NH2:42])=[O:26])=[C:21]([O:28][CH:29]([C:31]4[CH:36]=[CH:35][C:34]([F:37])=[CH:33][C:32]=4[C:38]([F:40])([F:39])[F:41])[CH3:30])[CH:20]=3)[C:12]=2[CH:11]=1)([C:4]([CH3:7])([CH3:5])[CH3:6])([CH3:2])[CH3:3]. The catalyst class is: 5. (6) Reactant: [N:1]1[C:10]2[C:5](=[CH:6][CH:7]=[C:8]([C:11]#[N:12])[CH:9]=2)[CH:4]=[CH:3][CH:2]=1.[CH2:13]([I:16])[CH:14]=[CH2:15]. Product: [I-:16].[C:11]([C:8]1[CH:9]=[C:10]2[C:5]([CH:4]=[CH:3][CH:2]=[N+:1]2[CH2:15][CH:14]=[CH2:13])=[CH:6][CH:7]=1)#[N:12]. The catalyst class is: 11. (7) Reactant: [Cl:1][C:2]1[CH:7]=[CH:6][C:5]([CH2:8][C:9](=[O:11])[CH3:10])=[CH:4][CH:3]=1.[Cl:12][C:13]1[CH:20]=[C:19]([Cl:21])[CH:18]=[CH:17][C:14]=1[CH:15]=O.N1CCCCC1. Product: [Cl:1][C:2]1[CH:3]=[CH:4][C:5]([C:8](=[CH:15][C:14]2[CH:17]=[CH:18][C:19]([Cl:21])=[CH:20][C:13]=2[Cl:12])[C:9](=[O:11])[CH3:10])=[CH:6][CH:7]=1. The catalyst class is: 48. (8) Reactant: [Cl:1][C:2]1[N:7]=[C:6]([NH:8][C@H:9]2[CH2:16][CH2:15][CH2:14][C@@:11]3([O:13][CH2:12]3)[CH2:10]2)[C:5]([F:17])=[CH:4][N:3]=1.[CH3:18][S:19][Na]. Product: [Cl:1][C:2]1[N:7]=[C:6]([NH:8][C@H:9]2[CH2:16][CH2:15][CH2:14][C@@:11]([CH2:12][S:19][CH3:18])([OH:13])[CH2:10]2)[C:5]([F:17])=[CH:4][N:3]=1. The catalyst class is: 1.